This data is from Full USPTO retrosynthesis dataset with 1.9M reactions from patents (1976-2016). The task is: Predict the reactants needed to synthesize the given product. Given the product [C:36]([N:25]1[CH2:26][CH2:27][CH2:28][C@@H:23]([N:4]2[C:5]([C:10]3[CH:11]=[CH:12][C:13]([O:16][C:17]4[CH:22]=[CH:21][CH:20]=[CH:19][CH:18]=4)=[CH:14][CH:15]=3)=[C:6]([C:7]([NH2:9])=[O:8])[C:2]([NH2:1])=[N:3]2)[CH2:24]1)(=[O:39])[CH:37]=[CH2:38], predict the reactants needed to synthesize it. The reactants are: [NH2:1][C:2]1[C:6]([C:7]([NH2:9])=[O:8])=[C:5]([C:10]2[CH:15]=[CH:14][C:13]([O:16][C:17]3[CH:22]=[CH:21][CH:20]=[CH:19][CH:18]=3)=[CH:12][CH:11]=2)[N:4]([C@@H:23]2[CH2:28][CH2:27][CH2:26][NH:25][CH2:24]2)[N:3]=1.CCN(CC)CC.[C:36](Cl)(=[O:39])[CH:37]=[CH2:38].O.